From a dataset of Reaction yield outcomes from USPTO patents with 853,638 reactions. Predict the reaction yield, written as a fraction of the theoretical maximum amount of product (1.0 means a 100% yield; for example, 0.34 means a 34% yield). (1) The yield is 0.940. The product is [N:1]([CH2:4][CH2:5][CH2:6][C:7]1([C:20]2[CH:25]=[CH:24][CH:23]=[CH:22][CH:21]=2)[N:11]([C:62](=[O:63])[CH:45]([NH:46][C:31](=[O:32])[O:30][C:26]([CH3:27])([CH3:28])[CH3:29])[CH3:44])[N:10]=[C:9]([C:12]2[CH:17]=[C:16]([F:18])[CH:15]=[CH:14][C:13]=2[F:19])[S:8]1)=[N+:2]=[N-:3]. No catalyst specified. The reactants are [N:1]([CH2:4][CH2:5][CH2:6][C:7]1([C:20]2[CH:25]=[CH:24][CH:23]=[CH:22][CH:21]=2)[NH:11][N:10]=[C:9]([C:12]2[CH:17]=[C:16]([F:18])[CH:15]=[CH:14][C:13]=2[F:19])[S:8]1)=[N+:2]=[N-:3].[C:26]([O:30][C:31](C(C)C(O)=O)=[O:32])([CH3:29])([CH3:28])[CH3:27].CCN=C=NC[CH2:44][CH2:45][N:46](C)C.C1C=CC2N(O)N=NC=2C=1.CN([CH:62]=[O:63])C. (2) The reactants are C1(S([N:10]2[C:14]3[CH:15]=[N:16][C:17]([C:29]#[N:30])=[C:18]([O:19][CH:20]4[CH2:25][CH2:24][N:23]([CH2:26][CH2:27][OH:28])[CH2:22][CH2:21]4)[C:13]=3[C:12]3[CH:31]=[CH:32][CH:33]=[N:34][C:11]2=3)(=O)=O)C=CC=CC=1.C(N(CC)CC)C. The catalyst is CO. The product is [OH:28][CH2:27][CH2:26][N:23]1[CH2:22][CH2:21][CH:20]([O:19][C:18]2[C:13]3[C:12]4[CH:31]=[CH:32][CH:33]=[N:34][C:11]=4[NH:10][C:14]=3[CH:15]=[N:16][C:17]=2[C:29]#[N:30])[CH2:25][CH2:24]1. The yield is 0.450. (3) The reactants are O[CH2:2][C:3]([NH:6][C:7](=[O:22])[C:8]1[C:13]([O:14][CH3:15])=[CH:12][C:11]([C:16]([F:19])([F:18])[F:17])=[CH:10][C:9]=1[O:20][CH3:21])([CH3:5])[CH3:4].S(Cl)(Cl)=O.C(=O)([O-])[O-].[Na+].[Na+]. The catalyst is ClCCl.O. The product is [CH3:21][O:20][C:9]1[CH:10]=[C:11]([C:16]([F:19])([F:18])[F:17])[CH:12]=[C:13]([O:14][CH3:15])[C:8]=1[C:7]1[O:22][CH2:4][C:3]([CH3:2])([CH3:5])[N:6]=1. The yield is 0.898. (4) The reactants are [Cl:1][C:2]1[CH:3]=[N:4][N:5]([CH3:18])[C:6]=1[C:7]1[CH:8]=[C:9]([C:15]([OH:17])=O)[S:10][C:11]=1[CH2:12][CH2:13][CH3:14].[NH2:19][C@@H:20]([CH2:33][C:34]1[CH:39]=[CH:38][CH:37]=[CH:36][C:35]=1[C:40]([F:43])([F:42])[F:41])[CH2:21][N:22]1[C:30](=[O:31])[C:29]2[C:24](=[CH:25][CH:26]=[CH:27][CH:28]=2)[C:23]1=[O:32].C(N(C(C)C)CC)(C)C.F[P-](F)(F)(F)(F)F.Br[P+](N1CCCC1)(N1CCCC1)N1CCCC1. The catalyst is C(Cl)Cl. The product is [Cl:1][C:2]1[CH:3]=[N:4][N:5]([CH3:18])[C:6]=1[C:7]1[CH:8]=[C:9]([C:15]([NH:19][C@@H:20]([CH2:33][C:34]2[CH:39]=[CH:38][CH:37]=[CH:36][C:35]=2[C:40]([F:43])([F:41])[F:42])[CH2:21][N:22]2[C:30](=[O:31])[C:29]3[C:24](=[CH:25][CH:26]=[CH:27][CH:28]=3)[C:23]2=[O:32])=[O:17])[S:10][C:11]=1[CH2:12][CH2:13][CH3:14]. The yield is 0.750. (5) The reactants are [C:1]([O:4][CH2:5][C@:6]12[CH2:22][CH2:21][C:20](=[O:23])[CH2:19][C@@H:18]1[CH2:17][CH2:16][C@@H:15]1[C@@H:7]2[CH2:8][CH2:9][C@@:10]2([CH3:25])[C@H:14]1[CH2:13][CH2:12][C:11]2=[O:24])(=[O:3])[CH3:2].[CH3:26][Mg+].[Br-].[NH4+].[Cl-]. The catalyst is C1COCC1.O. The product is [C:1]([O:4][CH2:5][C@:6]12[CH2:22][CH2:21][C@:20]([OH:23])([CH3:26])[CH2:19][C@@H:18]1[CH2:17][CH2:16][C@@H:15]1[C@@H:7]2[CH2:8][CH2:9][C@@:10]2([CH3:25])[C@H:14]1[CH2:13][CH2:12][C:11]2=[O:24])(=[O:3])[CH3:2].[C:1]([O:4][CH2:5][C@:6]12[CH2:22][CH2:21][C@@:20]([OH:23])([CH3:26])[CH2:19][C@@H:18]1[CH2:17][CH2:16][C@@H:15]1[C@@H:7]2[CH2:8][CH2:9][C@@:10]2([CH3:25])[C@H:14]1[CH2:13][CH2:12][C:11]2=[O:24])(=[O:3])[CH3:2]. The yield is 0.460. (6) The reactants are [F:1][C:2]1[N:7]=[C:6]([CH:8]([OH:32])[CH:9]([NH:24]C(=O)OC(C)(C)C)[CH2:10][C:11]2[CH:16]=[CH:15][CH:14]=[C:13]([O:17][C:18]([F:23])([F:22])[CH:19]([F:21])[F:20])[CH:12]=2)[CH:5]=[CH:4][CH:3]=1. The catalyst is FC(F)(F)C(O)=O. The product is [NH2:24][CH:9]([CH2:10][C:11]1[CH:16]=[CH:15][CH:14]=[C:13]([O:17][C:18]([F:22])([F:23])[CH:19]([F:20])[F:21])[CH:12]=1)[CH:8]([C:6]1[CH:5]=[CH:4][CH:3]=[C:2]([F:1])[N:7]=1)[OH:32]. The yield is 1.00.